Dataset: TCR-epitope binding with 47,182 pairs between 192 epitopes and 23,139 TCRs. Task: Binary Classification. Given a T-cell receptor sequence (or CDR3 region) and an epitope sequence, predict whether binding occurs between them. (1) The epitope is RTLNAWVKV. The TCR CDR3 sequence is CASSEATGGTEAFF. Result: 0 (the TCR does not bind to the epitope). (2) Result: 0 (the TCR does not bind to the epitope). The epitope is KLSYGIATV. The TCR CDR3 sequence is CASSQIGGQGGGNEQFF. (3) The epitope is TEILPVSMTK. The TCR CDR3 sequence is CASSTEPGLNTEAFF. Result: 0 (the TCR does not bind to the epitope). (4) The epitope is RQLLFVVEV. The TCR CDR3 sequence is CASSPTGVTYEQYF. Result: 1 (the TCR binds to the epitope). (5) The epitope is TSDLATNNLVVMAY. The TCR CDR3 sequence is CASSLVMGEEAFF. Result: 0 (the TCR does not bind to the epitope).